Task: Predict which catalyst facilitates the given reaction.. Dataset: Catalyst prediction with 721,799 reactions and 888 catalyst types from USPTO Reactant: [Br:1][C:2]1[CH:3]=[C:4]([SH:9])[CH:5]=[CH:6][C:7]=1[F:8].Cl[CH2:11][C:12](=[O:14])[CH3:13].C(=O)([O-])[O-].[K+].[K+]. Product: [Br:1][C:2]1[CH:3]=[C:4]([S:9][CH2:11][C:12](=[O:14])[CH3:13])[CH:5]=[CH:6][C:7]=1[F:8]. The catalyst class is: 3.